From a dataset of Forward reaction prediction with 1.9M reactions from USPTO patents (1976-2016). Predict the product of the given reaction. Given the reactants [CH2:1]([O:4][C:5]([NH:7][C:8]1[CH:13]=[CH:12][N:11]([C@H:14]2[C:18]([F:20])([F:19])[C@H:17]([O:21][C:22]([O:24][CH2:25][CH:26]=[CH2:27])=[O:23])[C@@H:16]([CH2:28][OH:29])[O:15]2)[C:10](=[O:30])[N:9]=1)=[O:6])[CH:2]=[CH2:3].[C:31]1([CH2:37][CH2:38][C:39](O)=[O:40])[CH:36]=[CH:35][CH:34]=[CH:33][CH:32]=1, predict the reaction product. The product is: [CH2:1]([O:4][C:5]([NH:7][C:8]1[CH:13]=[CH:12][N:11]([C@H:14]2[C:18]([F:19])([F:20])[C@H:17]([O:21][C:22]([O:24][CH2:25][CH:26]=[CH2:27])=[O:23])[C@@H:16]([CH2:28][O:29][C:39](=[O:40])[CH2:38][CH2:37][C:31]3[CH:36]=[CH:35][CH:34]=[CH:33][CH:32]=3)[O:15]2)[C:10](=[O:30])[N:9]=1)=[O:6])[CH:2]=[CH2:3].